Predict the product of the given reaction. From a dataset of Forward reaction prediction with 1.9M reactions from USPTO patents (1976-2016). (1) Given the reactants [C:1]1([CH:7]([CH3:11])[C:8]([OH:10])=O)[CH:6]=[CH:5][CH:4]=[CH:3][CH:2]=1.S(Cl)(Cl)=O.[C:16]([N:23]1[CH2:28][CH2:27][NH:26][CH2:25][CH2:24]1)([O:18][C:19]([CH3:22])([CH3:21])[CH3:20])=[O:17].CCN(CC)CC, predict the reaction product. The product is: [C:1]1([CH:7]([CH3:11])[C:8]([N:26]2[CH2:25][CH2:24][N:23]([C:16]([O:18][C:19]([CH3:22])([CH3:21])[CH3:20])=[O:17])[CH2:28][CH2:27]2)=[O:10])[CH:2]=[CH:3][CH:4]=[CH:5][CH:6]=1. (2) Given the reactants [I:1][C:2]1[C:10]2[C:5](=[N:6][CH:7]=[C:8]([C:11]3[CH:12]=[N:13][N:14]([CH3:16])[CH:15]=3)[CH:9]=2)[NH:4][CH:3]=1.Cl[C:18]([O:20][CH2:21][CH3:22])=[O:19].ClCCl, predict the reaction product. The product is: [I:1][C:2]1[C:10]2[C:5](=[N:6][CH:7]=[C:8]([C:11]3[CH:12]=[N:13][N:14]([CH3:16])[CH:15]=3)[CH:9]=2)[N:4]([C:18]([O:20][CH2:21][CH3:22])=[O:19])[CH:3]=1. (3) Given the reactants Br[C:2]1[N:7]=[C:6]2[N:8]([CH:11]([C:13]3[C:14]([F:24])=[C:15]4[C:20](=[CH:21][C:22]=3[F:23])[N:19]=[CH:18][CH:17]=[CH:16]4)[CH3:12])[N:9]=[N:10][C:5]2=[N:4][CH:3]=1.C([Sn](CCCC)(CCCC)[C:30]([O:32][CH2:33][CH3:34])=[CH2:31])CCC, predict the reaction product. The product is: [CH2:33]([O:32][C:30]([C:2]1[N:7]=[C:6]2[N:8]([CH:11]([C:13]3[C:14]([F:24])=[C:15]4[C:20](=[CH:21][C:22]=3[F:23])[N:19]=[CH:18][CH:17]=[CH:16]4)[CH3:12])[N:9]=[N:10][C:5]2=[N:4][CH:3]=1)=[CH2:31])[CH3:34]. (4) Given the reactants COS([O-])(=O)=O.[NH2:7][C:8]1[CH:23]=[CH:22][CH:21]=[CH:20][C:9]=1[O:10][CH2:11][CH2:12][N+:13]1([CH3:19])[CH2:18][CH2:17][O:16][CH2:15][CH2:14]1.N([O-])=O.[Na+].[NH2:28]S(O)(=O)=O.[CH:33]1[C:42]2[C:37](=[CH:38][CH:39]=[CH:40][CH:41]=2)[CH:36]=[CH:35][C:34]=1[OH:43].C(=O)([O-])[O-].[Na+].[Na+].[ClH:50], predict the reaction product. The product is: [Cl-:50].[OH:43][C:34]1[CH:35]=[CH:36][C:37]2[C:42](=[CH:41][CH:40]=[CH:39][CH:38]=2)[C:33]=1[N:28]=[N:7][C:8]1[CH:23]=[CH:22][CH:21]=[CH:20][C:9]=1[O:10][CH2:11][CH2:12][N+:13]1([CH3:19])[CH2:14][CH2:15][O:16][CH2:17][CH2:18]1. (5) Given the reactants [F:1][C:2]1[CH:14]=[CH:13][C:5]([CH2:6][N:7]2[CH2:11][CH2:10][CH:9]([OH:12])[CH2:8]2)=[CH:4][CH:3]=1.C(N(CC)CC)C.[CH3:22][S:23](Cl)(=[O:25])=[O:24], predict the reaction product. The product is: [CH3:22][S:23]([O:12][CH:9]1[CH2:10][CH2:11][N:7]([CH2:6][C:5]2[CH:4]=[CH:3][C:2]([F:1])=[CH:14][CH:13]=2)[CH2:8]1)(=[O:25])=[O:24]. (6) Given the reactants [C@@H:1]12[NH:7][C@@H:4]([CH2:5][CH2:6]1)[CH:3]([C:8]([O:10]C)=[O:9])[CH:2]2[C:12]([O:14]C)=[O:13].[OH-].[Na+].[C:18](ON1C(=O)CCC1=O)([O:20][CH2:21][C:22]1[CH:27]=[CH:26][CH:25]=[CH:24][CH:23]=1)=[O:19].C(Cl)Cl.CO, predict the reaction product. The product is: [CH2:21]([O:20][C:18]([N:7]1[C@H:4]2[CH2:5][CH2:6][C@@H:1]1[CH:2]([C:12]([OH:14])=[O:13])[CH:3]2[C:8]([OH:10])=[O:9])=[O:19])[C:22]1[CH:27]=[CH:26][CH:25]=[CH:24][CH:23]=1. (7) Given the reactants [CH2:1]([S:8]([NH:11][NH:12][C:13]1[C:14](=[O:27])[N:15]([CH2:20][CH2:21][C:22](OCC)=[O:23])[C:16]([CH3:19])=[CH:17][N:18]=1)(=[O:10])=[O:9])[C:2]1[CH:7]=[CH:6][CH:5]=[CH:4][CH:3]=1.CO.[BH4-].[Na+], predict the reaction product. The product is: [CH2:1]([S:8]([NH:11][NH:12][C:13]1[C:14](=[O:27])[N:15]([CH2:20][CH2:21][CH2:22][OH:23])[C:16]([CH3:19])=[CH:17][N:18]=1)(=[O:9])=[O:10])[C:2]1[CH:7]=[CH:6][CH:5]=[CH:4][CH:3]=1.